Dataset: Full USPTO retrosynthesis dataset with 1.9M reactions from patents (1976-2016). Task: Predict the reactants needed to synthesize the given product. (1) Given the product [CH3:1][O:2][CH:3]1[CH2:20][NH:19][CH2:18][CH2:17][C:4]21[C:8](=[O:9])[N:7]([C:10]1[CH2:11][O:12][C:13](=[O:16])[C:14]=1[CH3:15])[CH2:6][CH2:5]2, predict the reactants needed to synthesize it. The reactants are: [CH3:1][O:2][CH:3]1[CH2:20][N:19](C(OC(C)(C)C)=O)[CH2:18][CH2:17][C:4]21[C:8](=[O:9])[N:7]([C:10]1[CH2:11][O:12][C:13](=[O:16])[C:14]=1[CH3:15])[CH2:6][CH2:5]2. (2) Given the product [C:22]([O:25][C@@H:26]([CH2:29][C:30]1[CH:35]=[C:34]([CH3:1])[CH:33]=[CH:32][C:31]=1[OH:37])[CH2:27][Br:28])(=[O:24])[CH3:23], predict the reactants needed to synthesize it. The reactants are: [CH2:1](OC[C@@H](O)CC1C=C(C)C=CC=1OC)C1C=CC=CC=1.[C:22]([O:25][C@@H:26]([CH2:29][C:30]1[CH:35]=[C:34](F)[CH:33]=[CH:32][C:31]=1[OH:37])[CH2:27][Br:28])(=[O:24])[CH3:23]. (3) Given the product [CH3:1][N:2]1[C:10]2[C:9]3=[C:11]([S:18]([CH3:21])(=[O:20])=[O:19])[S:12][C:13]([S:14]([NH2:22])(=[O:16])=[O:15])=[C:8]3[CH2:7][CH2:6][C:5]=2[CH:4]=[N:3]1, predict the reactants needed to synthesize it. The reactants are: [CH3:1][N:2]1[C:10]2[C:9]3=[C:11]([S:18]([CH3:21])(=[O:20])=[O:19])[S:12][C:13]([S:14](Cl)(=[O:16])=[O:15])=[C:8]3[CH2:7][CH2:6][C:5]=2[CH:4]=[N:3]1.[NH3:22].